Dataset: Reaction yield outcomes from USPTO patents with 853,638 reactions. Task: Predict the reaction yield, written as a fraction of the theoretical maximum amount of product (1.0 means a 100% yield; for example, 0.34 means a 34% yield). (1) The reactants are C(=O)(OCC)[O:2][C:3]1[CH:8]=[C:7]([N+:9]([O-:11])=[O:10])[C:6]([CH3:12])=[CH:5][C:4]=1[CH:13]1[CH:20]2[CH2:21][CH:16]3[CH2:17][CH:18]([CH2:22][CH:14]1[CH2:15]3)[CH2:19]2.N1CCCCC1. The catalyst is C(Cl)Cl. The product is [CH:14]12[CH2:15][CH:16]3[CH2:17][CH:18]([CH2:19][CH:20]([CH2:21]3)[CH:13]1[C:4]1[CH:5]=[C:6]([CH3:12])[C:7]([N+:9]([O-:11])=[O:10])=[CH:8][C:3]=1[OH:2])[CH2:22]2. The yield is 0.770. (2) The reactants are [Cl:1][C:2]1[CH:7]=[CH:6][C:5]([C:8]2[N:12]([C:13]3[CH:18]=[CH:17][C:16]([Cl:19])=[CH:15][C:14]=3[Cl:20])[N:11]=[C:10]([C:21]([NH:23][NH:24][C:25](=O)[C:26]([CH3:29])([CH3:28])[CH3:27])=[O:22])[C:9]=2[S:31][CH3:32])=[CH:4][CH:3]=1.CC[N+](S(N=C(OC)[O-])(=O)=O)(CC)CC. The catalyst is C1COCC1. The product is [C:26]([C:25]1[O:22][C:21]([C:10]2[C:9]([S:31][CH3:32])=[C:8]([C:5]3[CH:6]=[CH:7][C:2]([Cl:1])=[CH:3][CH:4]=3)[N:12]([C:13]3[CH:18]=[CH:17][C:16]([Cl:19])=[CH:15][C:14]=3[Cl:20])[N:11]=2)=[N:23][N:24]=1)([CH3:29])([CH3:28])[CH3:27]. The yield is 0.500. (3) The reactants are [CH3:1][C:2]1([CH3:22])[CH:6]([C:7]2[CH:12]=[CH:11][C:10]([CH3:13])=[CH:9][CH:8]=2)[C:5]2[C:14]([CH3:21])=[C:15]([NH2:20])[C:16]([CH3:19])=[C:17]([CH3:18])[C:4]=2[O:3]1.[CH3:23][O:24][C:25]1[CH:26]=[C:27]([CH:31]=[CH:32][C:33]=1[O:34][CH3:35])[C:28](Cl)=[O:29]. The catalyst is C(OCC)(=O)C.CCCCCC. The product is [CH3:23][O:24][C:25]1[CH:26]=[C:27]([CH:31]=[CH:32][C:33]=1[O:34][CH3:35])[C:28]([NH:20][C:15]1[C:16]([CH3:19])=[C:17]([CH3:18])[C:4]2[O:3][C:2]([CH3:22])([CH3:1])[CH:6]([C:7]3[CH:8]=[CH:9][C:10]([CH3:13])=[CH:11][CH:12]=3)[C:5]=2[C:14]=1[CH3:21])=[O:29]. The yield is 0.900. (4) The reactants are [F:1][C:2]1[CH:28]=[CH:27][CH:26]=[C:25]([F:29])[C:3]=1[C:4]([NH:6][C:7]1[CH:12]=[CH:11][C:10]([C:13]2[CH:24]=[CH:23][C:16]3[O:17][CH2:18][C:19](=[O:22])[N:20]([CH3:21])[C:15]=3[CH:14]=2)=[CH:9][CH:8]=1)=[O:5].Br[C:31]1C=CC2OCC(=O)N(C)C=2C=1.BrC1C(C2C=CC(NC(=O)C3C(F)=CC=CC=3F)=CC=2)=CC2N(C)C(=O)COC=2C=1.C1C(=O)N(Br)C(=O)C1. The catalyst is C(Cl)Cl.CO. The product is [CH3:21][N:20]1[C:19](=[O:22])[CH2:18][O:17][C:16]2[CH:23]=[C:24]([CH3:31])[C:13]([C:10]3[CH:9]=[CH:8][C:7]([NH:6][C:4](=[O:5])[C:3]4[C:2]([F:1])=[CH:28][CH:27]=[CH:26][C:25]=4[F:29])=[CH:12][CH:11]=3)=[CH:14][C:15]1=2. The yield is 0.420. (5) The catalyst is O1CCCC1.C(OCC)C.C(N(CC)CC)C.C1(C)C=CC=CC=1. The yield is 0.880. The reactants are [C:1]([C:5]1[CH:10]=[CH:9][CH:8]=[CH:7][C:6]=1[OH:11])([CH3:4])([CH3:3])[CH3:2].C[Mg]Br.[CH2:15]=[O:16].Cl. The product is [C:1]([C:5]1[CH:10]=[CH:9][CH:8]=[C:7]([CH:15]=[O:16])[C:6]=1[OH:11])([CH3:4])([CH3:2])[CH3:3]. (6) The reactants are Br[C:2]1[CH:3]=[CH:4][C:5]([N+:8]([O-:10])=[O:9])=[N:6][CH:7]=1.C([O-])([O-])=O.[K+].[K+].[N:17]1([C:23]([O:25][C:26]([CH3:29])([CH3:28])[CH3:27])=[O:24])[CH2:22][CH2:21][NH:20][CH2:19][CH2:18]1.O. The catalyst is CS(C)=O. The product is [N+:8]([C:5]1[N:6]=[CH:7][C:2]([N:20]2[CH2:19][CH2:18][N:17]([C:23]([O:25][C:26]([CH3:29])([CH3:28])[CH3:27])=[O:24])[CH2:22][CH2:21]2)=[CH:3][CH:4]=1)([O-:10])=[O:9]. The yield is 0.370. (7) The catalyst is O1CCCC1. The yield is 0.770. The product is [F:21][C:16]1[CH:15]=[C:14]([C:10]2([O:13][CH3:25])[CH2:11][CH2:12][N:8]([C:6]([O:5][C:1]([CH3:4])([CH3:2])[CH3:3])=[O:7])[CH2:9]2)[CH:19]=[CH:18][C:17]=1[F:20]. The reactants are [C:1]([O:5][C:6]([N:8]1[CH2:12][CH2:11][C:10]([C:14]2[CH:19]=[CH:18][C:17]([F:20])=[C:16]([F:21])[CH:15]=2)([OH:13])[CH2:9]1)=[O:7])([CH3:4])([CH3:3])[CH3:2].[H-].[Na+].I[CH3:25].